Dataset: Peptide-MHC class I binding affinity with 185,985 pairs from IEDB/IMGT. Task: Regression. Given a peptide amino acid sequence and an MHC pseudo amino acid sequence, predict their binding affinity value. This is MHC class I binding data. (1) The peptide sequence is RLPYYDPWFL. The MHC is Mamu-B01 with pseudo-sequence Mamu-B01. The binding affinity (normalized) is 0. (2) The peptide sequence is YPACEAIGL. The MHC is HLA-B08:01 with pseudo-sequence HLA-B08:01. The binding affinity (normalized) is 0.0847. (3) The peptide sequence is NPPVPGHIF. The MHC is HLA-A02:03 with pseudo-sequence HLA-A02:03. The binding affinity (normalized) is 0. (4) The peptide sequence is QYSPHSFMA. The MHC is HLA-B15:01 with pseudo-sequence HLA-B15:01. The binding affinity (normalized) is 0.0847. (5) The peptide sequence is CARRRLRTL. The MHC is HLA-A02:01 with pseudo-sequence HLA-A02:01. The binding affinity (normalized) is 0.0847. (6) The MHC is Mamu-A01 with pseudo-sequence Mamu-A01. The peptide sequence is ATPYDKNQML. The binding affinity (normalized) is 0.851.